This data is from Catalyst prediction with 721,799 reactions and 888 catalyst types from USPTO. The task is: Predict which catalyst facilitates the given reaction. (1) Reactant: [C:1]([N:5]1[CH2:9][C@@H:8]([C:10]2[CH:15]=[CH:14][CH:13]=[CH:12][CH:11]=2)[N:7]([CH:16]2[CH2:21][CH2:20][NH:19][CH2:18][CH2:17]2)[C:6]1=[O:22])([CH3:4])([CH3:3])[CH3:2].CCN(C(C)C)C(C)C.[CH3:32][O:33][C:34](=[O:50])[C:35]1[CH:40]=[CH:39][C:38]([S:41][C:42]2[CH:47]=[CH:46][C:45]([CH2:48]Br)=[CH:44][N:43]=2)=[CH:37][CH:36]=1. Product: [CH3:32][O:33][C:34](=[O:50])[C:35]1[CH:40]=[CH:39][C:38]([S:41][C:42]2[CH:47]=[CH:46][C:45]([CH2:48][N:19]3[CH2:20][CH2:21][CH:16]([N:7]4[C@H:8]([C:10]5[CH:15]=[CH:14][CH:13]=[CH:12][CH:11]=5)[CH2:9][N:5]([C:1]([CH3:4])([CH3:2])[CH3:3])[C:6]4=[O:22])[CH2:17][CH2:18]3)=[CH:44][N:43]=2)=[CH:37][CH:36]=1. The catalyst class is: 10. (2) Reactant: [Cl:1][C:2]1[CH:7]=[CH:6][C:5]([C:8]2[CH:13]=[N:12][N:11]3[C:14](=[O:17])[NH:15][N:16]=[C:10]3[C:9]=2[C:18]2[CH:23]=[CH:22][C:21]([Cl:24])=[CH:20][CH:19]=2)=[CH:4][CH:3]=1.C1C=CC(P(C2C=CC=CC=2)C2C=CC=CC=2)=CC=1.[CH2:44]([N:51]1[CH2:55][CH2:54][CH2:53][C@H:52]1[CH2:56]O)[C:45]1[CH:50]=[CH:49][CH:48]=[CH:47][CH:46]=1. Product: [CH2:44]([N:51]1[CH2:55][CH2:54][CH2:53][C@@H:52]1[CH2:56][N:15]1[C:14](=[O:17])[N:11]2[N:12]=[CH:13][C:8]([C:5]3[CH:6]=[CH:7][C:2]([Cl:1])=[CH:3][CH:4]=3)=[C:9]([C:18]3[CH:23]=[CH:22][C:21]([Cl:24])=[CH:20][CH:19]=3)[C:10]2=[N:16]1)[C:45]1[CH:50]=[CH:49][CH:48]=[CH:47][CH:46]=1. The catalyst class is: 1. (3) Reactant: Br[C:2]1[CH:7]=[CH:6][C:5]([CH:8]([N:12]2[CH2:25][CH2:24][C:15]3([O:20][CH2:19][C:18](=[O:21])[N:17]([CH2:22][CH3:23])[CH2:16]3)[CH2:14][CH2:13]2)[C:9]([NH2:11])=[O:10])=[C:4]([F:26])[CH:3]=1.CC1(C)C(C)(C)OB(B2OC(C)(C)C(C)(C)O2)O1.C([O-])(=O)C.[K+].Br[C:51]1[CH:60]=[C:59]2[C:54]([CH:55]=[C:56]([C:61]#[N:62])[CH:57]=[N:58]2)=[CH:53][CH:52]=1.C([O-])([O-])=O.[K+].[K+]. Product: [C:61]([C:56]1[CH:57]=[N:58][C:59]2[C:54]([CH:55]=1)=[CH:53][CH:52]=[C:51]([C:2]1[CH:7]=[CH:6][C:5]([CH:8]([N:12]3[CH2:25][CH2:24][C:15]4([O:20][CH2:19][C:18](=[O:21])[N:17]([CH2:22][CH3:23])[CH2:16]4)[CH2:14][CH2:13]3)[C:9]([NH2:11])=[O:10])=[C:4]([F:26])[CH:3]=1)[CH:60]=2)#[N:62]. The catalyst class is: 368. (4) Reactant: [NH2:1][C:2]1[NH:6][N:5]=[N:4][N:3]=1.[N+]([O-])([O-])=[O:8].[Cu+2:11].[N+]([O-])([O-])=[O:13]. Product: [OH-:8].[NH2:1][C:2]1[NH:6][N:5]=[N:4][N:3]=1.[Cu+2:11].[OH-:13]. The catalyst class is: 6. (5) Reactant: [CH:1]1([NH:5][C:6]2[C:7]([NH2:13])=[CH:8][CH:9]=[C:10]([F:12])[CH:11]=2)[CH2:4][CH2:3][CH2:2]1.[C:14]([O:18][C:19]([NH:21][C@@H:22]([CH3:26])[C:23](O)=[O:24])=[O:20])([CH3:17])([CH3:16])[CH3:15].C1C=NC2N(O)N=NC=2C=1.CN1CCOCC1.Cl.CN(C)CCCN=C=NCC. Product: [C:14]([O:18][C:19](=[O:20])[NH:21][C@H:22]([C:23](=[O:24])[NH:13][C:7]1[CH:8]=[CH:9][C:10]([F:12])=[CH:11][C:6]=1[NH:5][CH:1]1[CH2:2][CH2:3][CH2:4]1)[CH3:26])([CH3:15])([CH3:16])[CH3:17]. The catalyst class is: 2.